From a dataset of NCI-60 drug combinations with 297,098 pairs across 59 cell lines. Regression. Given two drug SMILES strings and cell line genomic features, predict the synergy score measuring deviation from expected non-interaction effect. (1) Drug 1: C1=CC(=CC=C1C#N)C(C2=CC=C(C=C2)C#N)N3C=NC=N3. Drug 2: C(CCl)NC(=O)N(CCCl)N=O. Cell line: HCT116. Synergy scores: CSS=15.3, Synergy_ZIP=-2.53, Synergy_Bliss=1.41, Synergy_Loewe=4.31, Synergy_HSA=4.37. (2) Drug 1: CC(C1=C(C=CC(=C1Cl)F)Cl)OC2=C(N=CC(=C2)C3=CN(N=C3)C4CCNCC4)N. Drug 2: C1=CC=C(C(=C1)C(C2=CC=C(C=C2)Cl)C(Cl)Cl)Cl. Cell line: PC-3. Synergy scores: CSS=6.12, Synergy_ZIP=-0.880, Synergy_Bliss=4.14, Synergy_Loewe=-3.03, Synergy_HSA=3.84. (3) Drug 1: C1=NC2=C(N=C(N=C2N1C3C(C(C(O3)CO)O)F)Cl)N. Drug 2: C(CN)CNCCSP(=O)(O)O. Cell line: NCI-H460. Synergy scores: CSS=3.02, Synergy_ZIP=8.95, Synergy_Bliss=10.1, Synergy_Loewe=11.0, Synergy_HSA=8.71. (4) Drug 1: CCC1=CC2CC(C3=C(CN(C2)C1)C4=CC=CC=C4N3)(C5=C(C=C6C(=C5)C78CCN9C7C(C=CC9)(C(C(C8N6C)(C(=O)OC)O)OC(=O)C)CC)OC)C(=O)OC.C(C(C(=O)O)O)(C(=O)O)O. Drug 2: CC1C(C(=O)NC(C(=O)N2CCCC2C(=O)N(CC(=O)N(C(C(=O)O1)C(C)C)C)C)C(C)C)NC(=O)C3=C4C(=C(C=C3)C)OC5=C(C(=O)C(=C(C5=N4)C(=O)NC6C(OC(=O)C(N(C(=O)CN(C(=O)C7CCCN7C(=O)C(NC6=O)C(C)C)C)C)C(C)C)C)N)C. Cell line: NCI-H522. Synergy scores: CSS=57.1, Synergy_ZIP=17.3, Synergy_Bliss=17.4, Synergy_Loewe=17.4, Synergy_HSA=17.3.